Dataset: Forward reaction prediction with 1.9M reactions from USPTO patents (1976-2016). Task: Predict the product of the given reaction. (1) The product is: [CH3:64][O:63][C:57]1[CH:56]=[C:55]([CH2:54][C:53]([N:50]2[CH2:51][CH2:52][C:48]([C:45]3[CH:44]=[CH:43][C:42]([NH:41][C:7]([C:6]4[S:5][N:4]=[N:3][C:2]=4[CH3:1])=[O:9])=[CH:47][CH:46]=3)=[N:49]2)=[O:65])[CH:60]=[CH:59][C:58]=1[O:61][CH3:62]. Given the reactants [CH3:1][C:2]1[N:3]=[N:4][S:5][C:6]=1[C:7]([OH:9])=O.C(N(CC)CC)C.CN(C(ON1N=NC2C=CC=NC1=2)=[N+](C)C)C.F[P-](F)(F)(F)(F)F.[NH2:41][C:42]1[CH:47]=[CH:46][C:45]([C:48]2[CH2:52][CH2:51][N:50]([C:53](=[O:65])[CH2:54][C:55]3[CH:60]=[CH:59][C:58]([O:61][CH3:62])=[C:57]([O:63][CH3:64])[CH:56]=3)[N:49]=2)=[CH:44][CH:43]=1, predict the reaction product. (2) Given the reactants I[C:2]1[CH:9]=[N:8][CH:7]=[CH:6][C:3]=1[C:4]#[N:5].C(N(CC)CC)C.[Br:17][C:18]1[CH:23]=[CH:22][C:21]([C:24]#[CH:25])=[CH:20][CH:19]=1, predict the reaction product. The product is: [Br:17][C:18]1[CH:23]=[CH:22][C:21]([C:24]#[C:25][C:2]2[CH:9]=[N:8][CH:7]=[CH:6][C:3]=2[C:4]#[N:5])=[CH:20][CH:19]=1. (3) Given the reactants [N:1]1[CH:6]=[CH:5][CH:4]=[N:3][C:2]=1[CH2:7][CH2:8][CH2:9][CH:10](O)[CH2:11][S:12]([N:15]1[CH2:20][CH2:19][N:18]([C:21]2[N:26]=[CH:25][C:24]([O:27][CH2:28][C:29]([F:32])([F:31])[F:30])=[CH:23][N:22]=2)[CH2:17][CH2:16]1)(=[O:14])=[O:13].C(N(CC)CC)C.CS(Cl)(=O)=O, predict the reaction product. The product is: [N:3]1[CH:4]=[CH:5][CH:6]=[N:1][C:2]=1[CH2:7][CH2:8][CH2:9]/[CH:10]=[CH:11]/[S:12]([N:15]1[CH2:20][CH2:19][N:18]([C:21]2[N:22]=[CH:23][C:24]([O:27][CH2:28][C:29]([F:30])([F:31])[F:32])=[CH:25][N:26]=2)[CH2:17][CH2:16]1)(=[O:14])=[O:13]. (4) Given the reactants [NH2:1][C@@H:2]1[CH2:7][CH2:6][C@H:5]([C:8]([O:10][CH2:11][CH3:12])=[O:9])[CH2:4][CH2:3]1.F[C:14]1[CH:43]=[CH:42][C:17]([C:18](/[N:20]=[C:21]2\[NH:22][C:23]3[CH:39]=[CH:38][C:37]([CH2:40][OH:41])=[CH:36][C:24]=3N\2[C@@H]2CC[C@H](C(OC)=O)CC2)=[O:19])=[CH:16][CH:15]=1, predict the reaction product. The product is: [C:18](/[N:20]=[C:21]1\[NH:22][C:23]2[CH:24]=[CH:36][C:37]([CH2:40][OH:41])=[CH:38][C:39]=2[N:1]\1[C@@H:2]1[CH2:3][CH2:4][C@H:5]([C:8]([O:10][CH2:11][CH3:12])=[O:9])[CH2:6][CH2:7]1)(=[O:19])[C:17]1[CH:42]=[CH:43][CH:14]=[CH:15][CH:16]=1. (5) Given the reactants Cl.[NH2:2][C@H:3]1[CH2:8][CH2:7][C@H:6]([C:9]([OH:11])=[O:10])[CH2:5][CH2:4]1.[CH3:12]O, predict the reaction product. The product is: [NH2:2][C@H:3]1[CH2:8][CH2:7][C@H:6]([C:9]([O:11][CH3:12])=[O:10])[CH2:5][CH2:4]1. (6) Given the reactants Cl[C:2]1[S:3][C:4]2[CH:10]=[C:9]([C:11]#[N:12])[CH:8]=[CH:7][C:5]=2[N:6]=1.[CH:13]1([N:16]2[CH2:21][CH2:20][NH:19][CH2:18][CH2:17]2)[CH2:15][CH2:14]1.[Cl-].[NH4+], predict the reaction product. The product is: [CH:13]1([N:16]2[CH2:21][CH2:20][N:19]([C:2]3[S:3][C:4]4[CH:10]=[C:9]([C:11]#[N:12])[CH:8]=[CH:7][C:5]=4[N:6]=3)[CH2:18][CH2:17]2)[CH2:15][CH2:14]1. (7) Given the reactants [N:1]1[CH:6]=[CH:5][C:4]([CH2:7][CH2:8][CH2:9][CH2:10][N:11]2[CH2:18][CH:17]3[O:19][CH:13]([CH2:14][NH:15][CH2:16]3)[CH2:12]2)=[CH:3][CH:2]=1.Br[CH2:21][CH2:22][NH:23][C:24](=[O:30])[O:25][C:26]([CH3:29])([CH3:28])[CH3:27].C([O-])([O-])=O.[K+].[K+], predict the reaction product. The product is: [N:1]1[CH:6]=[CH:5][C:4]([CH2:7][CH2:8][CH2:9][CH2:10][N:11]2[CH2:18][CH:17]3[O:19][CH:13]([CH2:14][N:15]([CH2:21][CH2:22][NH:23][C:24](=[O:30])[O:25][C:26]([CH3:29])([CH3:28])[CH3:27])[CH2:16]3)[CH2:12]2)=[CH:3][CH:2]=1.